Dataset: Peptide-MHC class II binding affinity with 134,281 pairs from IEDB. Task: Regression. Given a peptide amino acid sequence and an MHC pseudo amino acid sequence, predict their binding affinity value. This is MHC class II binding data. (1) The peptide sequence is GQNYTYKWETFLTRE. The MHC is DRB1_0901 with pseudo-sequence DRB1_0901. The binding affinity (normalized) is 0.486. (2) The binding affinity (normalized) is 0.547. The peptide sequence is KKAGLVGVLAGLAFQEMD. The MHC is HLA-DQA10501-DQB10402 with pseudo-sequence HLA-DQA10501-DQB10402. (3) The binding affinity (normalized) is 0.604. The peptide sequence is RNEFPLLTTKRVFWR. The MHC is DRB1_0401 with pseudo-sequence DRB1_0401. (4) The peptide sequence is RRHGVRIRVRSGGHD. The MHC is DRB1_0802 with pseudo-sequence DRB1_0802. The binding affinity (normalized) is 0.495. (5) The peptide sequence is AYVSRLLDDLVIV. The MHC is HLA-DPA10201-DPB10101 with pseudo-sequence HLA-DPA10201-DPB10101. The binding affinity (normalized) is 0.476. (6) The peptide sequence is RRCKNIPQPVRALLE. The MHC is DRB1_1201 with pseudo-sequence DRB1_1201. The binding affinity (normalized) is 0.278. (7) The peptide sequence is KFDSRLAFHHMARELH. The MHC is DRB1_0701 with pseudo-sequence DRB1_0701. The binding affinity (normalized) is 0.608.